Dataset: Catalyst prediction with 721,799 reactions and 888 catalyst types from USPTO. Task: Predict which catalyst facilitates the given reaction. (1) Reactant: [NH2:1][CH2:2][CH2:3]O.C(N(CC)CC)C.[F:12][C:13]([F:26])([F:25])[S:14](O[S:14]([C:13]([F:26])([F:25])[F:12])(=[O:16])=[O:15])(=[O:16])=[O:15].[NH:27]1[CH2:32][CH2:31][CH:30]([CH2:33][NH:34][C:35](=[O:41])[O:36][C:37]([CH3:40])([CH3:39])[CH3:38])[CH2:29][CH2:28]1. Product: [F:12][C:13]([F:26])([F:25])[S:14]([NH:1][CH2:2][CH2:3][N:27]1[CH2:32][CH2:31][CH:30]([CH2:33][NH:34][C:35](=[O:41])[O:36][C:37]([CH3:38])([CH3:40])[CH3:39])[CH2:29][CH2:28]1)(=[O:16])=[O:15]. The catalyst class is: 2. (2) Reactant: [C:1]([NH:4][CH2:5][C@@H:6]([C:12]1[CH:17]=[CH:16][CH:15]=[CH:14][C:13]=1[C:18]1[O:22][N:21]=[C:20]([C@@H:23]2[C@:28]([C:30]3[CH:35]=[CH:34][C:33]([F:36])=[C:32]([F:37])[CH:31]=3)([OH:29])[CH2:27][CH2:26][N:25](C(OC(C)(C)C)=O)[CH2:24]2)[C:19]=1[Br:45])[CH2:7][CH2:8][CH2:9][O:10][CH3:11])(=[O:3])[CH3:2].[ClH:46].O1CCOCC1. Product: [Cl-:46].[C:1]([NH:4][CH2:5][C@@H:6]([C:12]1[CH:17]=[CH:16][CH:15]=[CH:14][C:13]=1[C:18]1[O:22][N:21]=[C:20]([C@@H:23]2[C@:28]([C:30]3[CH:35]=[CH:34][C:33]([F:36])=[C:32]([F:37])[CH:31]=3)([OH:29])[CH2:27][CH2:26][NH2+:25][CH2:24]2)[C:19]=1[Br:45])[CH2:7][CH2:8][CH2:9][O:10][CH3:11])(=[O:3])[CH3:2]. The catalyst class is: 2. (3) Product: [C:1]([O:5][C:6]([NH:8][C@@H:9]([C:14]1[CH:15]=[CH:16][CH:17]=[CH:18][CH:19]=1)[CH2:10][C:11]([O:13][C@H:23]([CH2:22][CH:21]=[CH2:20])[CH3:24])=[O:12])=[O:7])([CH3:4])([CH3:2])[CH3:3]. The catalyst class is: 79. Reactant: [C:1]([O:5][C:6]([NH:8][C@H:9]([C:14]1[CH:19]=[CH:18][CH:17]=[CH:16][CH:15]=1)[CH2:10][C:11]([OH:13])=[O:12])=[O:7])([CH3:4])([CH3:3])[CH3:2].[CH3:20][C@@H:21](O)[CH2:22][CH:23]=[CH2:24].CCN=C=NCCCN(C)C. (4) Reactant: [O:1]1[CH:6]=[CH:5][CH2:4][CH2:3][CH2:2]1.[Br:7][CH2:8][CH2:9][CH2:10][CH2:11][CH2:12][CH2:13][CH2:14][OH:15].CC1C=CC(S(O)(=O)=O)=CC=1. Product: [Br:7][CH2:8][CH2:9][CH2:10][CH2:11][CH2:12][CH2:13][CH2:14][O:15][CH:6]1[CH2:5][CH2:4][CH2:3][CH2:2][O:1]1. The catalyst class is: 2.